Task: Predict the reactants needed to synthesize the given product.. Dataset: Full USPTO retrosynthesis dataset with 1.9M reactions from patents (1976-2016) (1) Given the product [ClH:17].[NH2:7][C@H:8]([CH3:15])[C@@:9]([OH:14])([CH3:13])[CH2:10][C:11]#[N:12], predict the reactants needed to synthesize it. The reactants are: C(OC(=O)[NH:7][C@H:8]([CH3:15])[C@@:9]([OH:14])([CH3:13])[CH2:10][C:11]#[N:12])(C)(C)C.[ClH:17]. (2) Given the product [Br:13][C:14]1[CH:15]=[N:16][CH:17]=[CH:18][C:19]=1/[CH:20]=[C:6]1/[C:7](=[O:12])[C:8]2[C:4]([CH2:5]/1)=[CH:3][C:2]([CH3:1])=[C:10]([CH3:11])[CH:9]=2, predict the reactants needed to synthesize it. The reactants are: [CH3:1][C:2]1[CH:3]=[C:4]2[C:8](=[CH:9][C:10]=1[CH3:11])[C:7](=[O:12])[CH2:6][CH2:5]2.[Br:13][C:14]1[CH:15]=[N:16][CH:17]=[CH:18][C:19]=1[CH:20]=O. (3) The reactants are: [O:1]([C:8]1[C:9]2[N:16]([CH2:17][CH:18](O)O)[CH:15]=[CH:14][C:10]=2[N:11]=[CH:12][N:13]=1)[C:2]1[CH:7]=[CH:6][CH:5]=[CH:4][CH:3]=1.[CH3:21][S:22]([CH2:25][CH2:26][NH2:27])(=[O:24])=[O:23].C(O[BH-](OC(=O)C)OC(=O)C)(=O)C.[Na+]. Given the product [CH3:21][S:22]([CH2:25][CH2:26][NH:27][CH2:18][CH2:17][N:16]1[C:9]2[C:8]([O:1][C:2]3[CH:7]=[CH:6][CH:5]=[CH:4][CH:3]=3)=[N:13][CH:12]=[N:11][C:10]=2[CH:14]=[CH:15]1)(=[O:24])=[O:23], predict the reactants needed to synthesize it.